From a dataset of Full USPTO retrosynthesis dataset with 1.9M reactions from patents (1976-2016). Predict the reactants needed to synthesize the given product. (1) Given the product [CH3:24][O:23][C:20]1[CH:19]=[CH:18][C:17]([CH2:16][N:5]([C@@H:3]([CH3:4])[CH:2]=[O:1])[C:6](=[O:15])[O:7][CH2:8][C:9]2[CH:14]=[CH:13][CH:12]=[CH:11][CH:10]=2)=[CH:22][CH:21]=1, predict the reactants needed to synthesize it. The reactants are: [OH:1][CH2:2][C@@H:3]([N:5]([CH2:16][C:17]1[CH:22]=[CH:21][C:20]([O:23][CH3:24])=[CH:19][CH:18]=1)[C:6](=[O:15])[O:7][CH2:8][C:9]1[CH:14]=[CH:13][CH:12]=[CH:11][CH:10]=1)[CH3:4].C([O-])(O)=O.[Na+].[O-]Cl.[Na+].[O-]S([O-])(=S)=O.[Na+].[Na+]. (2) Given the product [F:24][CH:2]([F:1])[C:3]1[N:8]2[N:9]=[CH:10][C:11]([C:12]#[C:13][C:26]3[C:27]([F:37])=[CH:28][C:29]([F:36])=[C:30]([S:32]([NH2:35])(=[O:33])=[O:34])[CH:31]=3)=[C:7]2[N:6]=[C:5]([C:14]2[CH:19]=[CH:18][CH:17]=[C:16]([C:20]([F:23])([F:22])[F:21])[CH:15]=2)[CH:4]=1, predict the reactants needed to synthesize it. The reactants are: [F:1][CH:2]([F:24])[C:3]1[N:8]2[N:9]=[CH:10][C:11]([C:12]#[CH:13])=[C:7]2[N:6]=[C:5]([C:14]2[CH:19]=[CH:18][CH:17]=[C:16]([C:20]([F:23])([F:22])[F:21])[CH:15]=2)[CH:4]=1.Br[C:26]1[C:27]([F:37])=[CH:28][C:29]([F:36])=[C:30]([S:32]([NH2:35])(=[O:34])=[O:33])[CH:31]=1. (3) Given the product [N:15]1[CH:16]=[CH:17][CH:18]=[N:19][C:14]=1[N:6]1[CH2:5][CH2:4][N:3]2[CH2:7][C@H:8]([CH2:11][OH:12])[CH2:9][CH2:10][C@H:2]2[CH2:1]1, predict the reactants needed to synthesize it. The reactants are: [CH2:1]1[NH:6][CH2:5][CH2:4][N:3]2[CH2:7][C@H:8]([CH2:11][OH:12])[CH2:9][CH2:10][C@@H:2]12.Cl[C:14]1[N:19]=[CH:18][CH:17]=[CH:16][N:15]=1.C([O-])([O-])=O.[Na+].[Na+]. (4) Given the product [Cl:1][C:2]1[N:3]=[CH:4][N:5]([C:7]2[C:12]([O:13][CH3:14])=[CH:11][C:10]([NH2:15])=[CH:9][C:8]=2[F:18])[CH:6]=1, predict the reactants needed to synthesize it. The reactants are: [Cl:1][C:2]1[N:3]=[CH:4][N:5]([C:7]2[C:12]([O:13][CH3:14])=[CH:11][C:10]([N+:15]([O-])=O)=[CH:9][C:8]=2[F:18])[CH:6]=1.[Cl-].[NH4+]. (5) Given the product [OH:2][CH2:3][C:5]1[CH:13]=[C:12]2[C:8]([CH:9]=[CH:10][N:11]2[CH3:14])=[CH:7][CH:6]=1, predict the reactants needed to synthesize it. The reactants are: C[O:2][C:3]([C:5]1[CH:13]=[C:12]2[C:8]([CH:9]=[CH:10][N:11]2[CH3:14])=[CH:7][CH:6]=1)=O.[H-].C([Al+]CC(C)C)C(C)C. (6) Given the product [F:1][C:2]1[CH:7]=[C:6]([CH2:8][O:9][CH3:10])[CH:5]=[C:4]([F:11])[C:3]=1[C:12]1[N:17]=[C:16]([C:18]([OH:20])=[O:19])[CH:15]=[CH:14][C:13]=1[F:22], predict the reactants needed to synthesize it. The reactants are: [F:1][C:2]1[CH:7]=[C:6]([CH2:8][O:9][CH3:10])[CH:5]=[C:4]([F:11])[C:3]=1[C:12]1[N:17]=[C:16]([C:18]([O:20]C)=[O:19])[CH:15]=[CH:14][C:13]=1[F:22].C1COCC1.[OH-].[Na+].